Task: Predict the reactants needed to synthesize the given product.. Dataset: Full USPTO retrosynthesis dataset with 1.9M reactions from patents (1976-2016) (1) The reactants are: S(Cl)(Cl)=[O:2].[Br:5][C:6]1[NH:7][C:8]2[CH2:9][CH2:10][CH2:11][C:12](=[N:15]O)[C:13]=2[CH:14]=1. Given the product [Br:5][C:6]1[NH:7][C:8]2[CH2:9][CH2:10][CH2:11][NH:15][C:12](=[O:2])[C:13]=2[CH:14]=1, predict the reactants needed to synthesize it. (2) Given the product [CH2:2]([O:9][C:10]1[CH:15]=[CH:14][C:13]2[NH:16][C:24]3[C:25](=[CH:29][C:30]([O:32][CH2:33][CH3:34])=[O:31])[CH2:26][CH2:27][C:28]=3[C:12]=2[CH:11]=1)[C:3]1[CH:8]=[CH:7][CH:6]=[CH:5][CH:4]=1, predict the reactants needed to synthesize it. The reactants are: Cl.[CH2:2]([O:9][C:10]1[CH:15]=[CH:14][C:13]([NH:16]N)=[CH:12][CH:11]=1)[C:3]1[CH:8]=[CH:7][CH:6]=[CH:5][CH:4]=1.O1CCN([C:24]2[C:25](=[CH:29][C:30]([O:32][CH2:33][CH3:34])=[O:31])[CH2:26][CH2:27][CH:28]=2)CC1.C(OC1C=CC(NN)=CC=1)C1C=CC=CC=1.C(O)(C(F)(F)F)=O. (3) Given the product [Cl:1][C:2]1[CH:3]=[C:4]([OH:11])[C:5]2[CH2:6][CH2:7][CH2:8][C:9]=2[CH:10]=1, predict the reactants needed to synthesize it. The reactants are: [Cl:1][C:2]1[CH:10]=[C:9]2[C:5]([CH2:6][CH2:7][CH2:8]2)=[C:4]([O:11]C)[CH:3]=1.Br. (4) The reactants are: [OH:1][C:2]([C:5]1[N:10]=[C:9]([C:11]([NH2:13])=[O:12])[C:8]([NH:14][C:15]2[CH:20]=[CH:19][C:18]([N:21]3[CH2:26][CH2:25][N:24]([CH3:27])[CH2:23][CH2:22]3)=[CH:17][CH:16]=2)=[N:7][C:6]=1[O:28][C:29]1[CH:34]=[CH:33][CH:32]=[C:31]([N+:35]([O-])=O)[CH:30]=1)([CH3:4])[CH3:3].O1CCCC1.S(S([O-])=O)([O-])=O.[Na+].[Na+].C(=O)([O-])O.[Na+]. Given the product [NH2:35][C:31]1[CH:30]=[C:29]([CH:34]=[CH:33][CH:32]=1)[O:28][C:6]1[N:7]=[C:8]([NH:14][C:15]2[CH:16]=[CH:17][C:18]([N:21]3[CH2:22][CH2:23][N:24]([CH3:27])[CH2:25][CH2:26]3)=[CH:19][CH:20]=2)[C:9]([C:11]([NH2:13])=[O:12])=[N:10][C:5]=1[C:2]([OH:1])([CH3:3])[CH3:4], predict the reactants needed to synthesize it.